From a dataset of Peptide-MHC class II binding affinity with 134,281 pairs from IEDB. Regression. Given a peptide amino acid sequence and an MHC pseudo amino acid sequence, predict their binding affinity value. This is MHC class II binding data. (1) The peptide sequence is AAATAKTTVYGAFAA. The MHC is HLA-DQA10401-DQB10402 with pseudo-sequence HLA-DQA10401-DQB10402. The binding affinity (normalized) is 0.467. (2) The peptide sequence is IAYQEDEFFECFKYL. The MHC is DRB1_0701 with pseudo-sequence DRB1_0701. The binding affinity (normalized) is 0.148. (3) The peptide sequence is GIDIFASKNFHLQKN. The MHC is DRB1_1101 with pseudo-sequence DRB1_1101. The binding affinity (normalized) is 0.635. (4) The peptide sequence is ALSVLVGLTAATVAI. The MHC is DRB1_0301 with pseudo-sequence DRB1_0301. The binding affinity (normalized) is 0.0620. (5) The peptide sequence is ENKYFAATQFEPLAA. The MHC is DRB1_0701 with pseudo-sequence DRB1_0701. The binding affinity (normalized) is 0.630.